From a dataset of Reaction yield outcomes from USPTO patents with 853,638 reactions. Predict the reaction yield, written as a fraction of the theoretical maximum amount of product (1.0 means a 100% yield; for example, 0.34 means a 34% yield). (1) The reactants are Cl[C:2]1[N:7]=[C:6]([NH:8][CH2:9][C:10]2[CH:14]=[C:13]([CH3:15])[O:12][C:11]=2[CH3:16])[C:5]([F:17])=[CH:4][N:3]=1.[NH2:18][C:19]1[CH:20]=[C:21]([OH:25])[CH:22]=[CH:23][CH:24]=1. No catalyst specified. The product is [CH3:16][C:11]1[O:12][C:13]([CH3:15])=[CH:14][C:10]=1[CH2:9][NH:8][C:6]1[C:5]([F:17])=[CH:4][N:3]=[C:2]([NH:18][C:19]2[CH:24]=[CH:23][CH:22]=[C:21]([OH:25])[CH:20]=2)[N:7]=1. The yield is 0.510. (2) The reactants are Cl[CH2:2][CH2:3][CH2:4][N:5]1[C:10]2[CH:11]=[CH:12][CH:13]=[CH:14][C:9]=2[O:8][CH2:7][C:6]1=[O:15].C([O-])([O-])=O.[K+].[K+].[Na+].[I-].[CH2:24]([O:27][CH:28]1[CH2:33][CH2:32][NH:31][CH2:30][CH2:29]1)[CH2:25][CH3:26]. The catalyst is CCCCCCC.CCOC(C)=O. The product is [CH2:24]([O:27][CH:28]1[CH2:33][CH2:32][N:31]([CH2:2][CH2:3][CH2:4][N:5]2[C:10]3[CH:11]=[CH:12][CH:13]=[CH:14][C:9]=3[O:8][CH2:7][C:6]2=[O:15])[CH2:30][CH2:29]1)[CH2:25][CH3:26]. The yield is 0.760. (3) The reactants are [NH2:1][C:2]1[C:11]([C:12]([O:14]CC=C)=[O:13])=[C:5]2[N:6]=[CH:7][C:8]([Cl:10])=[CH:9][N:4]2[N:3]=1.C1([SiH3])C=CC=CC=1. The catalyst is C(Cl)Cl.C1C=CC([P]([Pd]([P](C2C=CC=CC=2)(C2C=CC=CC=2)C2C=CC=CC=2)([P](C2C=CC=CC=2)(C2C=CC=CC=2)C2C=CC=CC=2)[P](C2C=CC=CC=2)(C2C=CC=CC=2)C2C=CC=CC=2)(C2C=CC=CC=2)C2C=CC=CC=2)=CC=1. The product is [NH2:1][C:2]1[C:11]([C:12]([OH:14])=[O:13])=[C:5]2[N:6]=[CH:7][C:8]([Cl:10])=[CH:9][N:4]2[N:3]=1. The yield is 0.940. (4) The reactants are [Cl:1][C:2]1[CH:7]=[CH:6][C:5]([C:8]2[S:31][C:11]3[C:12](=[O:30])[N:13]([C:16]4[CH:21]=[CH:20][C:19]([N:22]5[CH2:26][CH2:25][C@@H:24]([OH:27])[CH2:23]5)=[C:18]([O:28][CH3:29])[CH:17]=4)[CH:14]=[CH:15][C:10]=3[CH:9]=2)=[CH:4][CH:3]=1.[CH3:32][S:33](Cl)(=[O:35])=[O:34].CCN(CC)CC. The catalyst is C(Cl)Cl. The product is [Cl:1][C:2]1[CH:7]=[CH:6][C:5]([C:8]2[S:31][C:11]3[C:12](=[O:30])[N:13]([C:16]4[CH:21]=[CH:20][C:19]([N:22]5[CH2:26][CH2:25][C@@H:24]([O:27][S:33]([CH3:32])(=[O:35])=[O:34])[CH2:23]5)=[C:18]([O:28][CH3:29])[CH:17]=4)[CH:14]=[CH:15][C:10]=3[CH:9]=2)=[CH:4][CH:3]=1. The yield is 0.370. (5) The reactants are [CH3:1][O:2][C:3]([C:5]1[CH:15]=[C:14]([O:16]C)[C:8]2[CH2:9][C:10]([CH3:13])([CH3:12])[O:11][C:7]=2[CH:6]=1)=[O:4].COC(C1C=C(OC)C=C2OC(C)(C)CC=12)=O.B(Br)(Br)Br. The catalyst is C(Cl)Cl. The product is [CH3:1][O:2][C:3]([C:5]1[CH:15]=[C:14]([OH:16])[C:8]2[CH2:9][C:10]([CH3:13])([CH3:12])[O:11][C:7]=2[CH:6]=1)=[O:4]. The yield is 0.100. (6) The reactants are [CH3:1][S:2][C:3]1[NH:4][C:5](=[O:36])[C:6]2[C:11]([C:12]3[CH:17]=[CH:16][CH:15]=[CH:14][CH:13]=3)=[C:10]([C:18]3[CH:23]=[CH:22][C:21]([C:24]4([NH:28][C:29](=[O:35])[O:30][C:31]([CH3:34])([CH3:33])[CH3:32])[CH2:27][CH2:26][CH2:25]4)=[CH:20][CH:19]=3)[O:9][C:7]=2[N:8]=1.C(=O)([O-])[O-].[K+].[K+].[CH2:43](I)[CH3:44]. The catalyst is CN(C=O)C.O. The product is [CH2:43]([N:4]1[C:5](=[O:36])[C:6]2[C:11]([C:12]3[CH:13]=[CH:14][CH:15]=[CH:16][CH:17]=3)=[C:10]([C:18]3[CH:23]=[CH:22][C:21]([C:24]4([NH:28][C:29](=[O:35])[O:30][C:31]([CH3:33])([CH3:32])[CH3:34])[CH2:25][CH2:26][CH2:27]4)=[CH:20][CH:19]=3)[O:9][C:7]=2[N:8]=[C:3]1[S:2][CH3:1])[CH3:44]. The yield is 0.450.